From a dataset of Catalyst prediction with 721,799 reactions and 888 catalyst types from USPTO. Predict which catalyst facilitates the given reaction. (1) Reactant: CCN(CC)CC.[C:8]([O:11][C:12](=[O:14])[CH3:13])(=O)[CH3:9].[CH3:15][O:16][C:17]1[CH:18]=[C:19]2[C@H]3[C@H:27]([O:28][C:29]4[C:30]5[CH:41]=[CH:40][C:39]([CH3:43])([CH3:42])[O:38][C:31]=5[CH:32]=[CH:33][C:34]=4[C@H]3O)[CH2:26][O:25][C:20]2=[CH:21][C:22]=1[O:23][CH3:24].[NH4+].[Cl-]. Product: [C:12]([O:11][C@@H:8]1[C:34]2[CH:33]=[CH:32][C:31]3[O:38][C:39]([CH3:43])([CH3:42])[CH:40]=[CH:41][C:30]=3[C:29]=2[O:28][C@@H:27]2[CH2:26][O:25][C:20]3[C:19]([C@@H:9]12)=[CH:18][C:17]([O:16][CH3:15])=[C:22]([O:23][CH3:24])[CH:21]=3)(=[O:14])[CH3:13]. The catalyst class is: 79. (2) Reactant: [CH3:1][O:2][C:3]1[CH:12]=[CH:11][C:10]2[C:5](=[C:6]([C:13]#[C:14][Si](C)(C)C)[CH:7]=[CH:8][N:9]=2)[N:4]=1.C(=O)([O-])[O-].[K+].[K+]. Product: [C:13]([C:6]1[CH:7]=[CH:8][N:9]=[C:10]2[C:5]=1[N:4]=[C:3]([O:2][CH3:1])[CH:12]=[CH:11]2)#[CH:14]. The catalyst class is: 5.